From a dataset of Catalyst prediction with 721,799 reactions and 888 catalyst types from USPTO. Predict which catalyst facilitates the given reaction. Reactant: O[N:2]1[C:6]2[CH:7]=CC=[CH:10][C:5]=2N=N1.[C@@H](N)(CC)C.Cl.C(N=C=NCCCN(C)C)C.[Br:28][C:29]1[CH:30]=[CH:31][C:32]([Cl:48])=[C:33]([C:35]2[C:44]3[C:39](=[CH:40][CH:41]=[CH:42][CH:43]=3)[CH:38]=[C:37]([C:45](O)=[O:46])[N:36]=2)[CH:34]=1. Product: [Br:28][C:29]1[CH:30]=[CH:31][C:32]([Cl:48])=[C:33]([C:35]2[C:44]3[C:39](=[CH:40][CH:41]=[CH:42][CH:43]=3)[CH:38]=[C:37]([C:45]([NH:2][C@@H:6]([CH3:7])[CH2:5][CH3:10])=[O:46])[N:36]=2)[CH:34]=1. The catalyst class is: 289.